From a dataset of NCI-60 drug combinations with 297,098 pairs across 59 cell lines. Regression. Given two drug SMILES strings and cell line genomic features, predict the synergy score measuring deviation from expected non-interaction effect. (1) Drug 1: CC1C(C(CC(O1)OC2CC(OC(C2O)C)OC3=CC4=CC5=C(C(=O)C(C(C5)C(C(=O)C(C(C)O)O)OC)OC6CC(C(C(O6)C)O)OC7CC(C(C(O7)C)O)OC8CC(C(C(O8)C)O)(C)O)C(=C4C(=C3C)O)O)O)O. Drug 2: CNC(=O)C1=NC=CC(=C1)OC2=CC=C(C=C2)NC(=O)NC3=CC(=C(C=C3)Cl)C(F)(F)F. Cell line: LOX IMVI. Synergy scores: CSS=35.9, Synergy_ZIP=1.42, Synergy_Bliss=0.946, Synergy_Loewe=-43.9, Synergy_HSA=-1.06. (2) Cell line: NCI-H522. Drug 1: COC1=C(C=C2C(=C1)N=CN=C2NC3=CC(=C(C=C3)F)Cl)OCCCN4CCOCC4. Synergy scores: CSS=47.1, Synergy_ZIP=-0.205, Synergy_Bliss=-0.314, Synergy_Loewe=6.08, Synergy_HSA=8.25. Drug 2: C1=CC(=CC=C1CCCC(=O)O)N(CCCl)CCCl. (3) Synergy scores: CSS=3.55, Synergy_ZIP=2.08, Synergy_Bliss=2.70, Synergy_Loewe=2.75, Synergy_HSA=2.02. Drug 1: CN(C)C1=NC(=NC(=N1)N(C)C)N(C)C. Drug 2: C1CC(=O)NC(=O)C1N2C(=O)C3=CC=CC=C3C2=O. Cell line: NCIH23. (4) Drug 1: COC1=CC(=CC(=C1O)OC)C2C3C(COC3=O)C(C4=CC5=C(C=C24)OCO5)OC6C(C(C7C(O6)COC(O7)C8=CC=CS8)O)O. Drug 2: CC1=C(C(CCC1)(C)C)C=CC(=CC=CC(=CC(=O)O)C)C. Cell line: A549. Synergy scores: CSS=31.4, Synergy_ZIP=-8.39, Synergy_Bliss=-11.7, Synergy_Loewe=-7.14, Synergy_HSA=-5.33. (5) Drug 1: CC(C)(C#N)C1=CC(=CC(=C1)CN2C=NC=N2)C(C)(C)C#N. Drug 2: C(CC(=O)O)C(=O)CN.Cl. Cell line: SW-620. Synergy scores: CSS=5.02, Synergy_ZIP=6.34, Synergy_Bliss=5.58, Synergy_Loewe=2.20, Synergy_HSA=1.70. (6) Drug 1: C1CC(C1)(C(=O)O)C(=O)O.[NH2-].[NH2-].[Pt+2]. Drug 2: CN1C2=C(C=C(C=C2)N(CCCl)CCCl)N=C1CCCC(=O)O.Cl. Cell line: DU-145. Synergy scores: CSS=9.47, Synergy_ZIP=-4.09, Synergy_Bliss=-3.34, Synergy_Loewe=-9.79, Synergy_HSA=-5.86. (7) Drug 1: CCCCCOC(=O)NC1=NC(=O)N(C=C1F)C2C(C(C(O2)C)O)O. Drug 2: C1CN(P(=O)(OC1)NCCCl)CCCl. Cell line: UO-31. Synergy scores: CSS=-1.57, Synergy_ZIP=3.04, Synergy_Bliss=4.33, Synergy_Loewe=-0.274, Synergy_HSA=0.276. (8) Drug 1: C1=CC=C(C=C1)NC(=O)CCCCCCC(=O)NO. Drug 2: CN(C(=O)NC(C=O)C(C(C(CO)O)O)O)N=O. Cell line: NCI/ADR-RES. Synergy scores: CSS=11.3, Synergy_ZIP=1.49, Synergy_Bliss=4.05, Synergy_Loewe=-3.11, Synergy_HSA=-3.14. (9) Drug 1: CN1CCC(CC1)COC2=C(C=C3C(=C2)N=CN=C3NC4=C(C=C(C=C4)Br)F)OC. Drug 2: CS(=O)(=O)C1=CC(=C(C=C1)C(=O)NC2=CC(=C(C=C2)Cl)C3=CC=CC=N3)Cl. Cell line: NCI-H522. Synergy scores: CSS=25.6, Synergy_ZIP=-6.48, Synergy_Bliss=2.93, Synergy_Loewe=-4.91, Synergy_HSA=2.89.